This data is from Full USPTO retrosynthesis dataset with 1.9M reactions from patents (1976-2016). The task is: Predict the reactants needed to synthesize the given product. (1) Given the product [CH3:41][O:40][C:36]1[CH:35]=[C:34]([CH2:33][CH2:32][C:10]2[NH:9][N:8]=[C:12]([NH:13][C:14](=[O:31])[C:15]3[CH:16]=[CH:17][C:18]([N:21]4[CH2:26][CH2:25][N:24]([S:27]([CH3:30])(=[O:28])=[O:29])[CH2:23][CH2:22]4)=[CH:19][CH:20]=3)[CH:11]=2)[CH:39]=[CH:38][CH:37]=1, predict the reactants needed to synthesize it. The reactants are: C(O)=O.C([N:8]1[C:12]([NH:13][C:14](=[O:31])[C:15]2[CH:20]=[CH:19][C:18]([N:21]3[CH2:26][CH2:25][N:24]([S:27]([CH3:30])(=[O:29])=[O:28])[CH2:23][CH2:22]3)=[CH:17][CH:16]=2)=[CH:11][C:10]([CH2:32][CH2:33][C:34]2[CH:39]=[CH:38][CH:37]=[C:36]([O:40][CH3:41])[CH:35]=2)=[N:9]1)(C)(C)C. (2) Given the product [CH3:1][O:2][C:3]1[CH:4]=[C:5]([NH:10][C:11]2[N:16]=[C:15]([N:17]3[CH:21]=[CH:20][C:19]([C:22]([F:25])([F:24])[F:23])=[N:18]3)[C:14]([C:26]3[CH:27]=[C:28]([C:34]([OH:36])=[O:35])[C:29](=[O:33])[N:30]([CH3:32])[CH:31]=3)=[CH:13][N:12]=2)[CH:6]=[C:7]([CH3:9])[CH:8]=1, predict the reactants needed to synthesize it. The reactants are: [CH3:1][O:2][C:3]1[CH:4]=[C:5]([NH:10][C:11]2[N:16]=[C:15]([N:17]3[CH:21]=[CH:20][C:19]([C:22]([F:25])([F:24])[F:23])=[N:18]3)[C:14]([C:26]3[CH:27]=[C:28]([C:34]([O:36]C)=[O:35])[C:29](=[O:33])[N:30]([CH3:32])[CH:31]=3)=[CH:13][N:12]=2)[CH:6]=[C:7]([CH3:9])[CH:8]=1.O.[OH-].[Na+].